From a dataset of Forward reaction prediction with 1.9M reactions from USPTO patents (1976-2016). Predict the product of the given reaction. (1) Given the reactants [Br:1][C:2]1[C:3]([O:18][CH3:19])=[N:4][N:5]([CH3:17])[C:6]=1[CH2:7][N:8](C)[C:9](=O)OC(C)(C)C.Cl, predict the reaction product. The product is: [Br:1][C:2]1[C:3]([O:18][CH3:19])=[N:4][N:5]([CH3:17])[C:6]=1[CH2:7][NH:8][CH3:9]. (2) Given the reactants CO[C:3](=[O:12])[C:4]1[CH:9]=[CH:8][CH:7]=[C:6]([CH2:10]Br)[CH:5]=1.[CH3:13][S:14]([NH2:17])(=[O:16])=[O:15].[F:18][C:19]1[CH:24]=[CH:23][C:22]([C@@H:25]2[C@:27]3([C:35]4[C:30](=[CH:31][CH:32]=[CH:33][CH:34]=4)[NH:29][C:28]3=[O:36])[CH2:26]2)=[CH:21][CH:20]=1, predict the reaction product. The product is: [F:18][C:19]1[CH:20]=[CH:21][C:22]([C@@H:25]2[C@:27]3([C:35]4[C:30](=[CH:31][CH:32]=[CH:33][CH:34]=4)[N:29]([CH2:10][C:6]4[CH:5]=[C:4]([CH:9]=[CH:8][CH:7]=4)[C:3]([NH:17][S:14]([CH3:13])(=[O:16])=[O:15])=[O:12])[C:28]3=[O:36])[CH2:26]2)=[CH:23][CH:24]=1. (3) Given the reactants [CH2:1]([C:8]1[N:13]=[C:12]2[N:14]([C@@H:19]3[C:27]4[C:22](=[CH:23][C:24]([C:28]5[CH:33]=[CH:32][CH:31]=[CH:30][C:29]=5[C:34]5[N:38](C(C6C=CC=CC=6)(C6C=CC=CC=6)C6C=CC=CC=6)[N:37]=[N:36][N:35]=5)=[CH:25][CH:26]=4)[CH2:21][CH2:20]3)[C:15]([CH2:17][CH3:18])=[N:16][C:11]2=[C:10]([CH3:58])[CH:9]=1)[C:2]1[CH:7]=[CH:6][CH:5]=[CH:4][CH:3]=1.Cl.O, predict the reaction product. The product is: [NH:38]1[C:34]([C:29]2[CH:30]=[CH:31][CH:32]=[CH:33][C:28]=2[C:24]2[CH:23]=[C:22]3[C:27](=[CH:26][CH:25]=2)[C@@H:19]([N:14]2[C:12]4=[N:13][C:8]([CH2:1][C:2]5[CH:7]=[CH:6][CH:5]=[CH:4][CH:3]=5)=[CH:9][C:10]([CH3:58])=[C:11]4[N:16]=[C:15]2[CH2:17][CH3:18])[CH2:20][CH2:21]3)=[N:35][N:36]=[N:37]1. (4) The product is: [Cl:1][C:2]1[CH:18]=[CH:17][C:16]([C:19]([F:20])([F:21])[F:22])=[CH:15][C:3]=1[C:4]([NH:6][C@H:7]1[CH2:12][CH2:11][C@@H:10]([CH:13]=[O:14])[CH2:9][CH2:8]1)=[O:5]. Given the reactants [Cl:1][C:2]1[CH:18]=[CH:17][C:16]([C:19]([F:22])([F:21])[F:20])=[CH:15][C:3]=1[C:4]([NH:6][C@H:7]1[CH2:12][CH2:11][C@@H:10]([CH2:13][OH:14])[CH2:9][CH2:8]1)=[O:5].CCN(C(C)C)C(C)C.C1C=CN=CC=1.O=S(=O)=O, predict the reaction product. (5) Given the reactants [Cl:1][C:2]1[CH:9]=[C:8]([F:10])[CH:7]=[CH:6][C:3]=1[CH2:4][NH2:5].[S:11]1[CH2:17][C:15](=[O:16])[NH:14][C:12]1=S.CCN(C(C)C)C(C)C, predict the reaction product. The product is: [Cl:1][C:2]1[CH:9]=[C:8]([F:10])[CH:7]=[CH:6][C:3]=1[CH2:4][NH:5][C:12]1[S:11][CH2:17][C:15](=[O:16])[N:14]=1. (6) Given the reactants [Cl:1][C:2]1[CH:3]=[CH:4][C:5]([O:20][CH2:21][C:22]2[CH:27]=[CH:26][CH:25]=[CH:24][CH:23]=2)=[C:6]([CH2:8][N:9]2[C:13]([CH3:14])=[CH:12][C:11]([C:15]3[NH:16][CH2:17][CH2:18][N:19]=3)=[N:10]2)[CH:7]=1, predict the reaction product. The product is: [Cl:1][C:2]1[CH:3]=[CH:4][C:5]([O:20][CH2:21][C:22]2[CH:23]=[CH:24][CH:25]=[CH:26][CH:27]=2)=[C:6]([CH2:8][N:9]2[C:13]([CH3:14])=[CH:12][C:11]([C:15]3[NH:19][CH:18]=[CH:17][N:16]=3)=[N:10]2)[CH:7]=1. (7) Given the reactants [Br:1][C:2]1[C:10]([C:11]#[N:12])=[CH:9][CH:8]=[C:7]2[C:3]=1[CH2:4][CH2:5][C:6]2=[O:13].BrC1C=CC(F)=C2C=1CC[C@@H]2O, predict the reaction product. The product is: [Br:1][C:2]1[C:10]([C:11]#[N:12])=[CH:9][CH:8]=[C:7]2[C:3]=1[CH2:4][CH2:5][C@@H:6]2[OH:13].